Dataset: Forward reaction prediction with 1.9M reactions from USPTO patents (1976-2016). Task: Predict the product of the given reaction. (1) The product is: [CH:7]1([C:13]2[CH:14]=[CH:15][C:16]([O:39][CH3:40])=[C:17]([C:19]3[N:20]=[C:21]([NH:24][C:25]([N:27]4[CH2:28][CH2:29][N:30]([CH:33]5[CH2:38][CH2:37][CH2:36][N:35]([C:5](=[O:6])[NH:4][CH:1]([CH3:3])[CH3:2])[CH2:34]5)[CH2:31][CH2:32]4)=[O:26])[S:22][CH:23]=3)[CH:18]=2)[CH2:8][CH2:9][CH2:10][CH2:11][CH2:12]1. Given the reactants [CH:1]([N:4]=[C:5]=[O:6])([CH3:3])[CH3:2].[CH:7]1([C:13]2[CH:14]=[CH:15][C:16]([O:39][CH3:40])=[C:17]([C:19]3[N:20]=[C:21]([NH:24][C:25]([N:27]4[CH2:32][CH2:31][N:30]([CH:33]5[CH2:38][CH2:37][CH2:36][NH:35][CH2:34]5)[CH2:29][CH2:28]4)=[O:26])[S:22][CH:23]=3)[CH:18]=2)[CH2:12][CH2:11][CH2:10][CH2:9][CH2:8]1.O, predict the reaction product. (2) Given the reactants Cl.[NH2:2][C@H:3]1[C@H:8]2[C@@H:4]1[O:5][C:6]1[CH:12]=[CH:11][C:10]([O:13][C:14]3[CH:19]=[CH:18][N:17]=[C:16]([C:20]([NH:22][CH3:23])=[O:21])[CH:15]=3)=[CH:9][C:7]=12.[CH2:24]([N:26]1[CH2:31][CH2:30][N:29]([CH2:32][C:33]2[CH:41]=[CH:40][C:36]([C:37](O)=[O:38])=[CH:35][C:34]=2[C:42]([F:45])([F:44])[F:43])[CH2:28][CH2:27]1)[CH3:25].CCN(C(C)C)C(C)C.CN(C(ON1N=NC2C=CC=NC1=2)=[N+](C)C)C.F[P-](F)(F)(F)(F)F, predict the reaction product. The product is: [CH2:24]([N:26]1[CH2:27][CH2:28][N:29]([CH2:32][C:33]2[CH:41]=[CH:40][C:36]([C:37]([NH:2][C@H:3]3[C@H:8]4[C@@H:4]3[O:5][C:6]3[CH:12]=[CH:11][C:10]([O:13][C:14]5[CH:19]=[CH:18][N:17]=[C:16]([C:20]([NH:22][CH3:23])=[O:21])[CH:15]=5)=[CH:9][C:7]=34)=[O:38])=[CH:35][C:34]=2[C:42]([F:45])([F:43])[F:44])[CH2:30][CH2:31]1)[CH3:25]. (3) Given the reactants [Br:1][C:2]1[CH:15]=[CH:14][C:5]([O:6][C:7]([CH2:12][OH:13])([CH2:10][OH:11])[CH2:8]O)=[CH:4][CH:3]=1.[H-].[Na+].[CH3:18][S:19](Cl)(=[O:21])=[O:20], predict the reaction product. The product is: [Br:1][C:2]1[CH:15]=[CH:14][C:5]([O:6][C:7]2([CH2:12][O:13][S:19]([CH3:18])(=[O:21])=[O:20])[CH2:10][O:11][CH2:8]2)=[CH:4][CH:3]=1. (4) The product is: [F:57][C:52]([F:58])([C:53]([F:55])([F:54])[F:56])[C:51]([F:60])([F:59])[C:48]1[N:47]=[C:46]([C:43]2[CH:44]=[CH:45][C:40]([NH:39][C:37](=[O:38])[C@@H:19]([NH:18][C:16]([C@H:13]3[CH2:12][CH2:11][C@H:10]([CH2:9][NH:8][C:6](=[O:7])[O:5][C:1]([CH3:4])([CH3:2])[CH3:3])[CH2:15][CH2:14]3)=[O:17])[CH2:20][C:21]3[CH:26]=[CH:25][C:24]([C:27]4[CH:32]=[CH:31][C:30]([C:33](=[O:35])[NH:61][CH:62]5[CH2:67][CH2:66][CH2:65][NH:64][C:63]5=[O:68])=[CH:29][C:28]=4[CH3:36])=[CH:23][CH:22]=3)=[CH:41][CH:42]=2)[NH:50][N:49]=1. Given the reactants [C:1]([O:5][C:6]([NH:8][CH2:9][C@H:10]1[CH2:15][CH2:14][C@H:13]([C:16]([NH:18][C@H:19]([C:37]([NH:39][C:40]2[CH:45]=[CH:44][C:43]([C:46]3[NH:50][N:49]=[C:48]([C:51]([F:60])([F:59])[C:52]([F:58])([F:57])[C:53]([F:56])([F:55])[F:54])[N:47]=3)=[CH:42][CH:41]=2)=[O:38])[CH2:20][C:21]2[CH:26]=[CH:25][C:24]([C:27]3[CH:32]=[CH:31][C:30]([C:33]([OH:35])=O)=[CH:29][C:28]=3[CH3:36])=[CH:23][CH:22]=2)=[O:17])[CH2:12][CH2:11]1)=[O:7])([CH3:4])([CH3:3])[CH3:2].[NH2:61][CH:62]1[CH2:67][CH2:66][CH2:65][NH:64][C:63]1=[O:68].C(N(CC)C(C)C)(C)C.F[P-](F)(F)(F)(F)F.CN(C(ON1C2=NC=CC=C2N=N1)=[N+](C)C)C, predict the reaction product.